Task: Predict the reaction yield, written as a fraction of the theoretical maximum amount of product (1.0 means a 100% yield; for example, 0.34 means a 34% yield).. Dataset: Reaction yield outcomes from USPTO patents with 853,638 reactions (1) The reactants are [CH3:1][C@@H:2]1[N:6]([C:7]([O:9][C:10]([CH3:13])([CH3:12])[CH3:11])=[O:8])[C@H:5]([C:14]([O:16][CH2:17][C:18]([C:20]2[CH:21]=[CH:22][C:23]3[C:32]4[CH:31]=[C:30]5[CH2:33][CH2:34][CH:35](Br)[C:36](=[O:37])[C:29]5=[CH:28][C:27]=4[O:26][CH2:25][C:24]=3[CH:39]=2)=[O:19])=[O:15])[CH2:4][CH2:3]1.[C:40]([O:44][C:45]([N:47]1[CH2:51][C@@H:50]([CH2:52][O:53][CH3:54])[CH2:49][C@H:48]1[C:55]([OH:57])=[O:56])=[O:46])([CH3:43])([CH3:42])[CH3:41].C([O-])([O-])=O.[Cs+].[Cs+]. The catalyst is CC(C)=O.C(Cl)Cl. The product is [CH3:1][C@@H:2]1[N:6]([C:7]([O:9][C:10]([CH3:13])([CH3:12])[CH3:11])=[O:8])[C@H:5]([C:14]([O:16][CH2:17][C:18]([C:20]2[CH:21]=[CH:22][C:23]3[C:32]4[CH:31]=[C:30]5[CH2:33][CH2:34][CH:35]([O:57][C:55]([C@@H:48]6[CH2:49][C@H:50]([CH2:52][O:53][CH3:54])[CH2:51][N:47]6[C:45]([O:44][C:40]([CH3:43])([CH3:42])[CH3:41])=[O:46])=[O:56])[C:36](=[O:37])[C:29]5=[CH:28][C:27]=4[O:26][CH2:25][C:24]=3[CH:39]=2)=[O:19])=[O:15])[CH2:4][CH2:3]1. The yield is 0.650. (2) The reactants are C([CH:5]1[CH:9]([OH:10])[CH2:8][CH2:7][N:6]1[C:11]([OH:13])=[O:12])(C)(C)C.[H-].[Na+].[Cl:16][C:17]1[CH:24]=[CH:23][C:20]([CH2:21]Br)=[CH:19][CH:18]=1. The catalyst is C1COCC1. The product is [C:20]([O:13][C:11]([N:6]1[CH2:7][CH2:8][CH:9]([O:10][CH2:21][C:20]2[CH:23]=[CH:24][C:17]([Cl:16])=[CH:18][CH:19]=2)[CH2:5]1)=[O:12])([CH3:23])([CH3:21])[CH3:19]. The yield is 0.668. (3) The reactants are C([O:8][C:9]1[CH:18]=[C:17]2[C:12]([C:13]([O:19][C:20]3[CH:25]=[CH:24][C:23]([N+:26]([O-:28])=[O:27])=[CH:22][C:21]=3[F:29])=[CH:14][CH:15]=[N:16]2)=[CH:11][CH:10]=1)C1C=CC=CC=1.Cl. The catalyst is O1CCOCC1. The product is [F:29][C:21]1[CH:22]=[C:23]([N+:26]([O-:28])=[O:27])[CH:24]=[CH:25][C:20]=1[O:19][C:13]1[C:12]2[C:17](=[CH:18][C:9]([OH:8])=[CH:10][CH:11]=2)[N:16]=[CH:15][CH:14]=1. The yield is 0.850. (4) The reactants are [Cl:1][C:2]1[CH:9]=[C:8](B2OC(C)(C)C(C)(C)O2)[CH:7]=[CH:6][C:3]=1[C:4]#[N:5].Br[C:20]1[CH:21]=[C:22]([CH:26]([CH:34]2[CH2:36][CH2:35]2)[NH:27][S:28]([CH:31]([CH3:33])[CH3:32])(=[O:30])=[O:29])[CH:23]=[N:24][CH:25]=1.C([O-])([O-])=O.[Na+].[Na+]. The catalyst is CN(C=O)C.Cl[Pd](Cl)([P](C1C=CC=CC=1)(C1C=CC=CC=1)C1C=CC=CC=1)[P](C1C=CC=CC=1)(C1C=CC=CC=1)C1C=CC=CC=1. The product is [Cl:1][C:2]1[CH:9]=[C:8]([C:20]2[CH:21]=[C:22]([CH:26]([CH:34]3[CH2:36][CH2:35]3)[NH:27][S:28]([CH:31]([CH3:33])[CH3:32])(=[O:29])=[O:30])[CH:23]=[N:24][CH:25]=2)[CH:7]=[CH:6][C:3]=1[C:4]#[N:5]. The yield is 0.670. (5) The reactants are C([O:4][C:5]1[CH:28]=[CH:27][C:26]([Br:29])=[CH:25][C:6]=1[C:7]([NH:9][C:10]1[S:11][C:12]([N:19]2[CH2:24][CH2:23][CH2:22][CH2:21][CH2:20]2)=[C:13]([C:15]([CH3:18])([CH3:17])[CH3:16])[N:14]=1)=[O:8])(=O)C.[OH-].[Na+].Cl. The catalyst is C(O)C. The product is [Br:29][C:26]1[CH:27]=[CH:28][C:5]([OH:4])=[C:6]([CH:25]=1)[C:7]([NH:9][C:10]1[S:11][C:12]([N:19]2[CH2:20][CH2:21][CH2:22][CH2:23][CH2:24]2)=[C:13]([C:15]([CH3:17])([CH3:18])[CH3:16])[N:14]=1)=[O:8]. The yield is 0.363. (6) The reactants are [C:1]1([N:11]2[C:15]([S:16][CH2:17][C:18]([OH:20])=O)=[N:14][N:13]=[N:12]2)[C:10]2[C:5](=[CH:6][CH:7]=[CH:8][CH:9]=2)[CH:4]=[CH:3][CH:2]=1.[Cl:21][C:22]1[CH:28]=[CH:27][CH:26]=[CH:25][C:23]=1[NH2:24].O=P(Cl)(Cl)Cl. The catalyst is N1C=CC=CC=1. The product is [Cl:21][C:22]1[CH:28]=[CH:27][CH:26]=[CH:25][C:23]=1[NH:24][C:18](=[O:20])[CH2:17][S:16][C:15]1[N:11]([C:1]2[C:10]3[C:5](=[CH:6][CH:7]=[CH:8][CH:9]=3)[CH:4]=[CH:3][CH:2]=2)[N:12]=[N:13][N:14]=1. The yield is 0.850. (7) The reactants are O.[OH-].[Li+].[C:4]([O:8][C:9]([NH:11][C:12]1[CH:17]=[CH:16][C:15]([CH2:18][CH2:19][O:20][C:21]2[CH:26]=[CH:25][C:24]([CH2:27][CH:28]([O:34][CH2:35][CH3:36])[C:29]([O:31]CC)=[O:30])=[CH:23][CH:22]=2)=[CH:14][CH:13]=1)=[O:10])([CH3:7])([CH3:6])[CH3:5]. The catalyst is O.C1COCC1. The product is [C:4]([O:8][C:9]([NH:11][C:12]1[CH:13]=[CH:14][C:15]([CH2:18][CH2:19][O:20][C:21]2[CH:22]=[CH:23][C:24]([CH2:27][CH:28]([O:34][CH2:35][CH3:36])[C:29]([OH:31])=[O:30])=[CH:25][CH:26]=2)=[CH:16][CH:17]=1)=[O:10])([CH3:7])([CH3:6])[CH3:5]. The yield is 0.987.